From a dataset of Reaction yield outcomes from USPTO patents with 853,638 reactions. Predict the reaction yield, written as a fraction of the theoretical maximum amount of product (1.0 means a 100% yield; for example, 0.34 means a 34% yield). (1) The reactants are [F:1][C:2]1[CH:7]=[CH:6][C:5]([OH:8])=[CH:4][C:3]=1[CH3:9].C(=O)([O-])[O-].[Cs+].[Cs+].Br[C:17]1[CH:18]=[C:19]([N:23]([CH2:31][C:32]2[CH:37]=[CH:36][CH:35]=[C:34]([O:38][C:39]([F:42])([F:41])[F:40])[CH:33]=2)[CH2:24][C@@H:25]([OH:30])[C:26]([F:29])([F:28])[F:27])[CH:20]=[CH:21][CH:22]=1.C1(C(O)=O)C2C(=CC=CC=2)C=CC=1. The catalyst is CN(C)C(=O)C.C1(C)C=CC=CC=1. The product is [F:1][C:2]1[CH:7]=[CH:6][C:5]([O:8][C:21]2[CH:20]=[C:19]([N:23]([CH2:31][C:32]3[CH:37]=[CH:36][CH:35]=[C:34]([O:38][C:39]([F:40])([F:41])[F:42])[CH:33]=3)[CH2:24][C@@H:25]([OH:30])[C:26]([F:27])([F:28])[F:29])[CH:18]=[CH:17][CH:22]=2)=[CH:4][C:3]=1[CH3:9]. The yield is 0.230. (2) The reactants are [NH2:1][C:2]1[C:3]2[N:4]([C:8]([C@@H:12]3[CH2:20][CH2:19][C@@H:18]4[N:14]([C:15](=[O:21])[CH2:16][CH2:17]4)[CH2:13]3)=[N:9][C:10]=2Br)[CH:5]=[CH:6][N:7]=1.[CH3:22][O:23][C:24]1[CH:29]=[C:28]([C:30](=[O:42])[NH:31][C:32]2[CH:37]=[C:36]([C:38]([F:41])([F:40])[F:39])[CH:35]=[CH:34][N:33]=2)[CH:27]=[CH:26][C:25]=1[B-](F)(F)F.[K+].C([O-])([O-])=O.[K+].[K+]. The catalyst is O1CCOCC1. The product is [NH2:1][C:2]1[C:3]2[N:4]([C:8]([C@@H:12]3[CH2:20][CH2:19][C@@H:18]4[N:14]([C:15](=[O:21])[CH2:16][CH2:17]4)[CH2:13]3)=[N:9][C:10]=2[C:25]2[CH:26]=[CH:27][C:28]([C:30]([NH:31][C:32]3[CH:37]=[C:36]([C:38]([F:41])([F:39])[F:40])[CH:35]=[CH:34][N:33]=3)=[O:42])=[CH:29][C:24]=2[O:23][CH3:22])[CH:5]=[CH:6][N:7]=1. The yield is 0.659. (3) The reactants are [C:1]([C:4]1[CH:9]=[CH:8][C:7]([C:10]2[N:11]([C:20]3[CH:25]=[CH:24][C:23]([Cl:26])=[CH:22][C:21]=3[O:27][CH3:28])[CH:12]=[CH:13][C:14]=2[C:15](OCC)=[O:16])=[C:6]([CH3:29])[CH:5]=1)(=[O:3])[NH2:2].CC(C[AlH]CC(C)C)C.CCOC(C)=O.CO. The catalyst is C1(C)C=CC=CC=1. The product is [Cl:26][C:23]1[CH:24]=[CH:25][C:20]([N:11]2[CH:12]=[CH:13][C:14]([CH2:15][OH:16])=[C:10]2[C:7]2[CH:8]=[CH:9][C:4]([C:1]([NH2:2])=[O:3])=[CH:5][C:6]=2[CH3:29])=[C:21]([O:27][CH3:28])[CH:22]=1. The yield is 0.402. (4) The reactants are [CH:1]([N:4]([S:12](=[O:16])(=[O:15])[NH:13]C)[C:5](=O)OC(C)(C)C)([CH3:3])[CH3:2].Cl. No catalyst specified. The product is [CH:1]([N:4]([CH3:5])[S:12]([NH2:13])(=[O:16])=[O:15])([CH3:3])[CH3:2]. The yield is 0.990.